Dataset: CYP2D6 inhibition data for predicting drug metabolism from PubChem BioAssay. Task: Regression/Classification. Given a drug SMILES string, predict its absorption, distribution, metabolism, or excretion properties. Task type varies by dataset: regression for continuous measurements (e.g., permeability, clearance, half-life) or binary classification for categorical outcomes (e.g., BBB penetration, CYP inhibition). Dataset: cyp2d6_veith. (1) The result is 0 (non-inhibitor). The compound is CC(C)=CCC/C(C)=C/CO/N=C1/C[C@@H](O)[C@@H](O)[C@H]2[C@@H]1CC[C@@H]1C(=O)N(Cc3ccc4c(c3)OCO4)C(=O)[C@H]12. (2) The compound is COC(=O)c1cc(NC(=O)CC2NC3CCCCC3NC2=O)cc(C(=O)OC)c1. The result is 0 (non-inhibitor). (3) The molecule is CN(C)S(=O)(=O)c1ccc(NC(=O)COC(=O)c2ccccn2)cc1. The result is 0 (non-inhibitor). (4) The molecule is CC(C)NC(=O)N1CC[C@@]2(CCCN(C(=O)c3cc(C(F)(F)F)cc(C(F)(F)F)c3)C2)C1. The result is 0 (non-inhibitor). (5) The compound is O=C(Nc1ccc2c(c1)OCCO2)c1cc2sccc2n1Cc1ccccc1. The result is 1 (inhibitor). (6) The result is 0 (non-inhibitor). The molecule is CN(C)c1ncc2nc(-c3ccc(F)cc3)c(=O)n(C)c2n1. (7) The drug is CC(=O)c1cnc2cc(C)nn2c1C. The result is 0 (non-inhibitor).